Predict the reaction yield, written as a fraction of the theoretical maximum amount of product (1.0 means a 100% yield; for example, 0.34 means a 34% yield). From a dataset of Reaction yield outcomes from USPTO patents with 853,638 reactions. (1) The reactants are [F:1][C:2]1([F:8])[CH2:5][CH:4]([CH2:6][OH:7])[CH2:3]1.[H-].[Na+].[N:11]1[CH:16]=[CH:15][CH:14]=[CH:13][C:12]=1[C@@:17]12[O:35][CH2:34][O:33][C@@H:18]1[CH2:19][N:20]([C:23]([C:25]1[CH:30]=[CH:29][C:28](F)=[C:27]([Cl:32])[CH:26]=1)=[O:24])[CH2:21][CH2:22]2. The catalyst is CN(C=O)C.C(OCC)(=O)C. The product is [N:11]1[CH:16]=[CH:15][CH:14]=[CH:13][C:12]=1[C@@:17]12[O:35][CH2:34][O:33][C@@H:18]1[CH2:19][N:20]([C:23]([C:25]1[CH:30]=[CH:29][C:28]([O:7][CH2:6][CH:4]3[CH2:5][C:2]([F:8])([F:1])[CH2:3]3)=[C:27]([Cl:32])[CH:26]=1)=[O:24])[CH2:21][CH2:22]2. The yield is 0.580. (2) The product is [Br:1][C:2]1[C:11]2[C:6](=[CH:7][CH:8]=[CH:9][CH:10]=2)[C:5]([C:12]2[CH:13]=[CH:14][C:15]([Cl:18])=[CH:16][CH:17]=2)=[C:4]([CH:19]([O:25][C:26]([CH3:28])([CH3:27])[CH3:29])[C:20]([OH:22])=[O:21])[C:3]=1[CH3:30]. The catalyst is C1COCC1. The yield is 0.400. The reactants are [Br:1][C:2]1[C:11]2[C:6](=[CH:7][CH:8]=[CH:9][CH:10]=2)[C:5]([C:12]2[CH:17]=[CH:16][C:15]([Cl:18])=[CH:14][CH:13]=2)=[C:4]([CH:19]([O:25][C:26]([CH3:29])([CH3:28])[CH3:27])[C:20]([O:22]CC)=[O:21])[C:3]=1[CH3:30].O.CCO.